This data is from Retrosynthesis with 50K atom-mapped reactions and 10 reaction types from USPTO. The task is: Predict the reactants needed to synthesize the given product. (1) Given the product CCCc1cccc(-c2ccc(C(F)(F)F)c(C(OC(C)(C)C)C(=O)OC)c2-c2ccc3c(c2)CCCO3)n1, predict the reactants needed to synthesize it. The reactants are: CCCc1cccc(Br)n1.COC(=O)C(OC(C)(C)C)c1c(C(F)(F)F)ccc(B2OC(C)(C)C(C)(C)O2)c1-c1ccc2c(c1)CCCO2. (2) Given the product COC(=O)c1ccc(-c2ncc(C)cc2Cl)c(-c2ccc(Cl)c(OCc3ccc(OC)cc3)c2)n1, predict the reactants needed to synthesize it. The reactants are: COC(=O)c1ccc(B2OC(C)(C)C(C)(C)O2)c(-c2ccc(Cl)c(OCc3ccc(OC)cc3)c2)n1.Cc1cnc(Br)c(Cl)c1. (3) Given the product CC(C)c1cccc(NC(=O)c2cccc(N3CCc4c(cncc4C(=O)O)C3)c2)c1, predict the reactants needed to synthesize it. The reactants are: COC(=O)c1cncc2c1CCN(c1cccc(C(=O)Nc3cccc(C(C)C)c3)c1)C2.